This data is from Peptide-MHC class II binding affinity with 134,281 pairs from IEDB. The task is: Regression. Given a peptide amino acid sequence and an MHC pseudo amino acid sequence, predict their binding affinity value. This is MHC class II binding data. (1) The peptide sequence is PVQRHPRSLFPEFSE. The MHC is DRB3_0202 with pseudo-sequence DRB3_0202. The binding affinity (normalized) is 0. (2) The peptide sequence is SKKDKFVAANAGGTV. The MHC is HLA-DQA10301-DQB10302 with pseudo-sequence HLA-DQA10301-DQB10302. The binding affinity (normalized) is 0.271. (3) The MHC is HLA-DPA10301-DPB10402 with pseudo-sequence HLA-DPA10301-DPB10402. The peptide sequence is SVRIRVRSGGHDYEG. The binding affinity (normalized) is 0. (4) The peptide sequence is EKVDAAFKVAATAAN. The MHC is DRB1_0401 with pseudo-sequence DRB1_0401. The binding affinity (normalized) is 0.597. (5) The binding affinity (normalized) is 0. The MHC is DRB1_0101 with pseudo-sequence DRB1_0101. The peptide sequence is PKYVKSNRLVLATG. (6) The peptide sequence is EKSYFAATQFEPLAA. The MHC is HLA-DPA10201-DPB11401 with pseudo-sequence HLA-DPA10201-DPB11401. The binding affinity (normalized) is 0.702. (7) The peptide sequence is EKKYHAATQFEPLAA. The MHC is DRB1_0701 with pseudo-sequence DRB1_0701. The binding affinity (normalized) is 0.545. (8) The peptide sequence is YDKFLAHVSTVLTGK. The MHC is DRB1_1101 with pseudo-sequence DRB1_1101. The binding affinity (normalized) is 0.674.